The task is: Predict the reaction yield, written as a fraction of the theoretical maximum amount of product (1.0 means a 100% yield; for example, 0.34 means a 34% yield).. This data is from Reaction yield outcomes from USPTO patents with 853,638 reactions. (1) The reactants are Br[C:2]1[CH:7]=[CH:6][CH:5]=[CH:4][C:3]=1[NH:8][C:9]([C@H:11]1[CH2:15][CH2:14][CH2:13][N:12]1[C:16]([O:18][C:19]([CH3:22])([CH3:21])[CH3:20])=[O:17])=[O:10].C([O-])([O-])=O.[Cs+].[Cs+].N1C2C(=CC=C3C=2N=CC=C3)C=CC=1. The catalyst is COCCOC.[Cu]I. The product is [O:10]1[C:2]2[CH:7]=[CH:6][CH:5]=[CH:4][C:3]=2[N:8]=[C:9]1[C@H:11]1[CH2:15][CH2:14][CH2:13][N:12]1[C:16]([O:18][C:19]([CH3:22])([CH3:21])[CH3:20])=[O:17]. The yield is 0.580. (2) The reactants are [H-].[Na+].[CH:3]([C:6]1[CH:21]=[CH:20][C:9]([CH2:10][C:11]2[C:16]([CH3:17])=[CH:15][C:14]([CH3:18])=[CH:13][C:12]=2[OH:19])=[CH:8][CH:7]=1)([CH3:5])[CH3:4].[CH3:22]I.O. The catalyst is CN(C=O)C. The product is [CH:3]([C:6]1[CH:21]=[CH:20][C:9]([CH2:10][C:11]2[C:16]([CH3:17])=[CH:15][C:14]([CH3:18])=[CH:13][C:12]=2[O:19][CH3:22])=[CH:8][CH:7]=1)([CH3:5])[CH3:4]. The yield is 0.820. (3) The reactants are [NH2:1][C:2]1[CH:3]=[C:4]([N:9]([CH3:25])[C:10]2[N:15]=[C:14]3[S:16][C:17]([NH:19][C:20]([CH:22]4[CH2:24][CH2:23]4)=[O:21])=[N:18][C:13]3=[CH:12][CH:11]=2)[CH:5]=[CH:6][C:7]=1[F:8].[N:26]([C:29]1[CH:34]=[CH:33][C:32]([C:35]([F:38])([F:37])[F:36])=[CH:31][CH:30]=1)=[C:27]=[O:28]. The catalyst is CN(C)C=O.C(OCC)(=O)C. The product is [F:8][C:7]1[CH:6]=[CH:5][C:4]([N:9]([CH3:25])[C:10]2[N:15]=[C:14]3[S:16][C:17]([NH:19][C:20]([CH:22]4[CH2:23][CH2:24]4)=[O:21])=[N:18][C:13]3=[CH:12][CH:11]=2)=[CH:3][C:2]=1[NH:1][C:27](=[O:28])[NH:26][C:29]1[CH:34]=[CH:33][C:32]([C:35]([F:36])([F:38])[F:37])=[CH:31][CH:30]=1. The yield is 0.710. (4) The reactants are [CH3:1][CH2:2][CH2:3][CH2:4][CH2:5][CH3:6].[CH3:7][CH:8]([OH:10])[CH3:9]. The catalyst is C(Cl)(Cl)Cl. The product is [CH3:7][C@:8]1([C:3]2[CH:2]=[CH:1][C:4]3[C:5](=[CH:6][CH:1]=[CH:2][CH:3]=3)[CH:4]=2)[CH2:9][O:10]1. The yield is 0.850. (5) The reactants are [F:1][C:2]1[C:12]([NH:13][CH2:14][C:15]2[CH:20]=[C:19]([O:21]C)[CH:18]=[C:17]([C:23]3[CH:28]=[CH:27][CH:26]=[C:25]([F:29])[CH:24]=3)[C:16]=2[F:30])=[C:11]([F:31])[CH:10]=[CH:9][C:3]=1[O:4][CH2:5][C:6]([O-:8])=[O:7].[Al+3].[Cl-].[Cl-].[Cl-].[CH2:36](S)[CH3:37].O. The yield is 0.820. The catalyst is C(Cl)Cl. The product is [F:1][C:2]1[C:12]([NH:13][CH2:14][C:15]2[CH:20]=[C:19]([OH:21])[CH:18]=[C:17]([C:23]3[CH:28]=[CH:27][CH:26]=[C:25]([F:29])[CH:24]=3)[C:16]=2[F:30])=[C:11]([F:31])[CH:10]=[CH:9][C:3]=1[O:4][CH2:5][C:6]([O:8][CH2:36][CH3:37])=[O:7].